Dataset: Catalyst prediction with 721,799 reactions and 888 catalyst types from USPTO. Task: Predict which catalyst facilitates the given reaction. (1) Reactant: FC(F)(F)C(O)=O.[NH2:8][CH2:9][CH:10]([CH3:31])[O:11][C:12]1[CH:17]=[C:16]([F:18])[CH:15]=[CH:14][C:13]=1[NH:19][C:20]1[C:21]2[C:28]([CH3:29])=[C:27]([Cl:30])[S:26][C:22]=2[N:23]=[CH:24][N:25]=1.[CH3:32][S:33](Cl)(=[O:35])=[O:34].C(N(CC)CC)C. Product: [Cl:30][C:27]1[S:26][C:22]2[N:23]=[CH:24][N:25]=[C:20]([NH:19][C:13]3[CH:14]=[CH:15][C:16]([F:18])=[CH:17][C:12]=3[O:11][CH:10]([CH3:31])[CH2:9][NH:8][S:33]([CH3:32])(=[O:35])=[O:34])[C:21]=2[C:28]=1[CH3:29]. The catalyst class is: 2. (2) The catalyst class is: 40. Product: [Br:1][C:2]1[C:10]2[C:5](=[CH:6][CH:7]=[C:8]([C:11]([NH2:12])=[O:19])[CH:9]=2)[N:4]([CH:13]2[CH2:18][CH2:17][CH2:16][CH2:15][O:14]2)[N:3]=1. Reactant: [Br:1][C:2]1[C:10]2[C:5](=[CH:6][CH:7]=[C:8]([C:11]#[N:12])[CH:9]=2)[N:4]([CH:13]2[CH2:18][CH2:17][CH2:16][CH2:15][O:14]2)[N:3]=1.[OH-:19].[Na+].OO.Cl.